Dataset: Forward reaction prediction with 1.9M reactions from USPTO patents (1976-2016). Task: Predict the product of the given reaction. (1) The product is: [I:2][C:3]1[CH:4]=[C:5]([CH:8]=[CH:9][CH:10]=1)[CH2:6][NH:7][C:18](=[O:19])[O:20][C:21]([CH3:24])([CH3:23])[CH3:22]. Given the reactants Cl.[I:2][C:3]1[CH:4]=[C:5]([CH:8]=[CH:9][CH:10]=1)[CH2:6][NH2:7].C(N(CC)CC)C.[C:18](O[C:18]([O:20][C:21]([CH3:24])([CH3:23])[CH3:22])=[O:19])([O:20][C:21]([CH3:24])([CH3:23])[CH3:22])=[O:19], predict the reaction product. (2) Given the reactants [Cl:1][C:2]1[CH:7]=[CH:6][C:5]([C:8]2[C:9](=[O:18])[NH:10][C:11]3([CH2:17][CH2:16][O:15][CH2:14][CH2:13]3)[N:12]=2)=[CH:4][CH:3]=1.Br[CH2:20][C:21]([O:23][CH2:24][CH3:25])=[O:22].C(=O)([O-])[O-].[K+].[K+], predict the reaction product. The product is: [CH2:24]([O:23][C:21](=[O:22])[CH2:20][N:10]1[C:11]2([CH2:13][CH2:14][O:15][CH2:16][CH2:17]2)[N:12]=[C:8]([C:5]2[CH:6]=[CH:7][C:2]([Cl:1])=[CH:3][CH:4]=2)[C:9]1=[O:18])[CH3:25]. (3) Given the reactants [CH3:1][N:2]1[C:10]2[C:5](=[CH:6][CH:7]=[CH:8][CH:9]=2)[C:4]([C:11](O)=[O:12])=[N:3]1.CCN(CC)CC.ClC(OCC(C)C)=O.[BH4-].[Na+], predict the reaction product. The product is: [CH3:1][N:2]1[C:10]2[C:5](=[CH:6][CH:7]=[CH:8][CH:9]=2)[C:4]([CH2:11][OH:12])=[N:3]1. (4) Given the reactants [OH:1][C:2]1[CH:7]=[C:6]([CH3:8])[C:5]([C:9]2[CH:14]=[CH:13][CH:12]=[C:11]([CH2:15][O:16][C:17]3[CH:22]=[CH:21][C:20]([CH2:23][CH2:24][C:25]([O:27]C)=[O:26])=[CH:19][CH:18]=3)[CH:10]=2)=[C:4]([CH3:29])[CH:3]=1.C(=O)([O-])[O-].[K+].[K+].[I-].[Na+].[CH3:38][O:39][CH2:40]Cl.[OH-].[Na+].Cl, predict the reaction product. The product is: [CH3:38][O:39][CH2:40][O:1][C:2]1[CH:7]=[C:6]([CH3:8])[C:5]([C:9]2[CH:14]=[CH:13][CH:12]=[C:11]([CH2:15][O:16][C:17]3[CH:18]=[CH:19][C:20]([CH2:23][CH2:24][C:25]([OH:27])=[O:26])=[CH:21][CH:22]=3)[CH:10]=2)=[C:4]([CH3:29])[CH:3]=1. (5) Given the reactants [Cr]([Cl:5])([O-])(=O)=O.[NH+]1C=CC=CC=1.Cl[C:13]1[CH:18]=[CH:17][CH:16]=[C:15]([CH2:19][OH:20])[C:14]=1[NH:21][C:22](=[O:27])[C:23]([CH3:26])([CH3:25])[CH3:24], predict the reaction product. The product is: [Cl:5][C:18]1[CH:17]=[CH:16][C:15]([CH:19]=[O:20])=[C:14]([NH:21][C:22](=[O:27])[C:23]([CH3:26])([CH3:25])[CH3:24])[CH:13]=1. (6) Given the reactants [CH2:1]1[C:4]2([CH2:9][CH2:8][N:7]([C:10]([O:12][C:13]([CH3:16])([CH3:15])[CH3:14])=[O:11])[CH2:6][CH2:5]2)[CH2:3][NH:2]1.Cl[C:18]1[N:19]=[N:20][C:21]([S:24]([CH3:27])(=[O:26])=[O:25])=[CH:22][CH:23]=1, predict the reaction product. The product is: [C:13]([O:12][C:10]([N:7]1[CH2:6][CH2:5][C:4]2([CH2:3][N:2]([C:18]3[N:19]=[N:20][C:21]([S:24]([CH3:27])(=[O:26])=[O:25])=[CH:22][CH:23]=3)[CH2:1]2)[CH2:9][CH2:8]1)=[O:11])([CH3:16])([CH3:15])[CH3:14].